Dataset: Full USPTO retrosynthesis dataset with 1.9M reactions from patents (1976-2016). Task: Predict the reactants needed to synthesize the given product. (1) Given the product [Br:54][CH2:1][C:2]1[C:3]([C:26]2[CH:31]=[CH:30][CH:29]=[CH:28][CH:27]=2)=[N:4][C:5]2[C:10]([C:11]=1[C:12]([N:14]([C:43]([O:45][CH3:46])=[O:44])[N:15]([C:20]1[CH:21]=[CH:22][CH:23]=[CH:24][CH:25]=1)[C:16]([O:18][CH3:19])=[O:17])=[O:13])=[CH:9][CH:8]=[CH:7][CH:6]=2, predict the reactants needed to synthesize it. The reactants are: [CH3:1][C:2]1[C:3]([C:26]2[CH:31]=[CH:30][CH:29]=[CH:28][CH:27]=2)=[N:4][C:5]2[C:10]([C:11]=1[C:12]([NH:14][N:15]([C:20]1[CH:25]=[CH:24][CH:23]=[CH:22][CH:21]=1)[C:16]([O:18][CH3:19])=[O:17])=[O:13])=[CH:9][CH:8]=[CH:7][CH:6]=2.[Li+].C[Si]([N-][Si](C)(C)C)(C)C.Cl[C:43]([O:45][CH3:46])=[O:44].C1C(=O)N([Br:54])C(=O)C1. (2) Given the product [CH3:12][O:5][C:4](=[O:6])[C:3]1[CH:7]=[CH:8][C:9]([CH3:11])=[N:10][C:2]=1[Cl:1], predict the reactants needed to synthesize it. The reactants are: [Cl:1][C:2]1[N:10]=[C:9]([CH3:11])[CH:8]=[CH:7][C:3]=1[C:4]([OH:6])=[O:5].[C:12](=O)([O-])[O-].[K+].[K+].CI.